This data is from Forward reaction prediction with 1.9M reactions from USPTO patents (1976-2016). The task is: Predict the product of the given reaction. Given the reactants [F:1][C:2]([F:29])([F:28])[C:3]1[CH:4]=[C:5]([NH:13][C:14]2[C:19]([C:20]([O:22][CH2:23][CH3:24])=[O:21])=[C:18]([CH3:25])[N:17]=[C:16]([S:26][CH3:27])[N:15]=2)[CH:6]=[C:7]([C:9]([F:12])([F:11])[F:10])[CH:8]=1.CO[CH:32](OC)[N:33]([CH3:35])[CH3:34], predict the reaction product. The product is: [F:29][C:2]([F:1])([F:28])[C:3]1[CH:4]=[C:5]([NH:13][C:14]2[C:19]([C:20]([O:22][CH2:23][CH3:24])=[O:21])=[C:18](/[CH:25]=[CH:32]/[N:33]([CH3:35])[CH3:34])[N:17]=[C:16]([S:26][CH3:27])[N:15]=2)[CH:6]=[C:7]([C:9]([F:10])([F:12])[F:11])[CH:8]=1.